Task: Predict which catalyst facilitates the given reaction.. Dataset: Catalyst prediction with 721,799 reactions and 888 catalyst types from USPTO (1) Reactant: C([N:8](CC1C=CC=CC=1)[S:9]([C:12]1[CH:13]=[CH:14][C:15]2[CH:23]=[CH:22][C:21]3[N:20]([C:24](=[O:29])[C:25]([F:28])([F:27])[F:26])[CH2:19][CH:18](CCl)[C:17]=3[C:16]=2[CH:32]=1)(=[O:11])=[O:10])C1C=CC=CC=1.CCOC(C)=O. Product: [F:28][C:25]([F:26])([F:27])[C:24]([N:20]1[C:21]2[CH:22]=[CH:23][C:15]3[CH:14]=[CH:13][C:12]([S:9]([NH2:8])(=[O:10])=[O:11])=[CH:32][C:16]=3[C:17]=2[CH2:18][CH2:19]1)=[O:29]. The catalyst class is: 82. (2) Reactant: O=[C:2]1[CH2:6][CH2:5][CH2:4][CH:3]1[C:7]([O:9]CC)=O.[NH2:12][C:13]([NH2:15])=[O:14].Cl. Product: [NH:12]1[C:2]2[CH2:6][CH2:5][CH2:4][C:3]=2[C:7](=[O:9])[NH:15][C:13]1=[O:14]. The catalyst class is: 14.